Dataset: Full USPTO retrosynthesis dataset with 1.9M reactions from patents (1976-2016). Task: Predict the reactants needed to synthesize the given product. (1) Given the product [CH3:1][C:2]1[CH:3]=[C:4]([C@H:12]2[CH2:17][C@@H:16]([C:18]3[O:22][NH:21][C:20](=[O:23])[CH:19]=3)[CH2:15][CH2:14][NH:13]2)[CH:5]=[CH:6][C:7]=1[C:8]([F:9])([F:10])[F:11], predict the reactants needed to synthesize it. The reactants are: [CH3:1][C:2]1[CH:3]=[C:4]([C@H:12]2[CH2:17][C@@H:16]([C:18]3[O:22][NH:21][C:20](=[O:23])[CH:19]=3)[CH2:15][CH2:14][N:13]2C(OC)=O)[CH:5]=[CH:6][C:7]=1[C:8]([F:11])([F:10])[F:9].Br. (2) Given the product [I:7][C:8]1[CH:13]=[CH:12][C:11]([O:14][C:16]2[N:21]=[CH:20][CH:19]=[CH:18][N:17]=2)=[CH:10][CH:9]=1, predict the reactants needed to synthesize it. The reactants are: C(=O)([O-])[O-].[K+].[K+].[I:7][C:8]1[CH:13]=[CH:12][C:11]([OH:14])=[CH:10][CH:9]=1.Cl[C:16]1[N:21]=[CH:20][CH:19]=[CH:18][N:17]=1.